The task is: Predict the reaction yield, written as a fraction of the theoretical maximum amount of product (1.0 means a 100% yield; for example, 0.34 means a 34% yield).. This data is from Reaction yield outcomes from USPTO patents with 853,638 reactions. (1) The reactants are [Si]([O:8][CH2:9][C@H:10]1[CH2:15][CH2:14][C@H:13]([N:16]2[C:21]3[C:22]4[CH:28]=[CH:27][N:26]([CH2:29][O:30][CH2:31][CH2:32][Si:33]([CH3:36])([CH3:35])[CH3:34])[C:23]=4[N:24]=[CH:25][C:20]=3[C:19](=[O:37])[N:18]=[CH:17]2)[CH2:12][CH2:11]1)(C(C)(C)C)(C)C.Cl.[OH-].[Na+]. The catalyst is O1CCOCC1. The product is [OH:8][CH2:9][C@H:10]1[CH2:15][CH2:14][C@H:13]([N:16]2[C:21]3[C:22]4[CH:28]=[CH:27][N:26]([CH2:29][O:30][CH2:31][CH2:32][Si:33]([CH3:35])([CH3:34])[CH3:36])[C:23]=4[N:24]=[CH:25][C:20]=3[C:19](=[O:37])[N:18]=[CH:17]2)[CH2:12][CH2:11]1. The yield is 0.870. (2) The reactants are [F:1][C:2]1[CH:3]=[C:4]([C:8]2[C:9]([OH:26])=[C:10]([C:23]([OH:25])=O)[C:11]3[N:12]=[CH:13][C:14]([C:18]4[S:19][CH:20]=[CH:21][N:22]=4)=[N:15][C:16]=3[CH:17]=2)[CH:5]=[CH:6][CH:7]=1.[CH2:27](C1C=NC2C(C(O)=O)=C(O)C(C3C=CC=C(F)C=3)=CC=2N=1)[CH2:28]CC.Cl.C([NH:55][CH2:56][C:57]([OH:59])=[O:58])C.C(N(CC)CC)C.C1CN([P+](ON2N=NC3C=CC=CC2=3)(N2CCCC2)N2CCCC2)CC1.F[P-](F)(F)(F)(F)F. The catalyst is CN(C)C=O. The product is [F:1][C:2]1[CH:3]=[C:4]([C:8]2[CH:17]=[C:16]3[C:11]([N:12]=[CH:13][C:14]([C:18]4[S:19][CH:20]=[CH:21][N:22]=4)=[N:15]3)=[C:10]([C:23]([NH:55][CH2:56][C:57]([O:59][CH2:27][CH3:28])=[O:58])=[O:25])[C:9]=2[OH:26])[CH:5]=[CH:6][CH:7]=1. The yield is 0.271. (3) The catalyst is O1CCCC1.[NH4+].[Cl-].[Cl-].[Na+].O. The reactants are C([Li])(C)(C)C.[CH3:6][O:7][C:8]1[CH:13]=[CH:12][C:11]([C:14]2[N:15]=[C:16]([CH3:19])[S:17][CH:18]=2)=[CH:10][CH:9]=1.Br[CH2:21][CH2:22][CH2:23][CH2:24][CH2:25][CH2:26][O:27][Si:28]([C:31]([CH3:34])([CH3:33])[CH3:32])([CH3:30])[CH3:29]. The yield is 0.500. The product is [Si:28]([O:27][CH2:26][CH2:25][CH2:24][CH2:23][CH2:22][CH2:21][CH2:19][C:16]1[S:17][CH:18]=[C:14]([C:11]2[CH:12]=[CH:13][C:8]([O:7][CH3:6])=[CH:9][CH:10]=2)[N:15]=1)([C:31]([CH3:32])([CH3:33])[CH3:34])([CH3:30])[CH3:29].